Dataset: Reaction yield outcomes from USPTO patents with 853,638 reactions. Task: Predict the reaction yield, written as a fraction of the theoretical maximum amount of product (1.0 means a 100% yield; for example, 0.34 means a 34% yield). (1) The reactants are [CH2:1]([O:3][CH:4]([O:11][CH2:12][CH3:13])[C:5](=O)[CH2:6][C:7](=O)[CH3:8])[CH3:2].S(O)(O)(=O)=O.[NH2:19][NH2:20]. The catalyst is [OH-].[Na+]. The product is [CH2:1]([O:3][CH:4]([O:11][CH2:12][CH3:13])[C:5]1[NH:20][N:19]=[C:7]([CH3:8])[CH:6]=1)[CH3:2]. The yield is 0.700. (2) The reactants are [C:1]([O:5][C:6]([NH:8][C@H:9]1[CH2:14][CH2:13][C@@H:12](Cl)[CH:11]=[CH:10]1)=[O:7])([CH3:4])([CH3:3])[CH3:2].[N-:16]=[N+:17]=[N-:18].[Na+]. The catalyst is CN(C=O)C.[Cl-].[Na+].O.C(OCC)(=O)C.O. The product is [N:16]([C@H:12]1[CH2:13][CH2:14][C@H:9]([NH:8][C:6]([O:5][C:1]([CH3:4])([CH3:3])[CH3:2])=[O:7])[CH:10]=[CH:11]1)=[N+:17]=[N-:18]. The yield is 0.600. (3) The catalyst is CO. The reactants are [CH3:1][N:2](C(OCC1C=CC=CC=1)=O)[C:3]1([C:6]([O:8][CH3:9])=[O:7])[CH2:5][CH2:4]1. The yield is 0.450. The product is [CH3:1][NH:2][C:3]1([C:6]([O:8][CH3:9])=[O:7])[CH2:5][CH2:4]1. (4) The reactants are [Cl:1][C:2]1[CH:3]=[C:4]2[C:12](=[C:13]([NH:15][C:16]([CH:18]3[N:23]([CH2:24][C:25]([OH:27])=O)[CH2:22][C:21]([CH3:29])([CH3:28])[O:20][CH2:19]3)=[O:17])[CH:14]=1)[NH:11][C:10]1[CH:9]=[N:8][CH:7]=[CH:6][C:5]2=1.[CH3:30][N:31]1[CH2:36][CH2:35][NH:34][CH2:33][CH2:32]1. No catalyst specified. The product is [Cl:1][C:2]1[CH:3]=[C:4]2[C:12](=[C:13]([NH:15][C:16]([CH:18]3[CH2:19][O:20][C:21]([CH3:28])([CH3:29])[CH2:22][N:23]3[CH2:24][C:25]([N:34]3[CH2:35][CH2:36][N:31]([CH3:30])[CH2:32][CH2:33]3)=[O:27])=[O:17])[CH:14]=1)[NH:11][C:10]1[CH:9]=[N:8][CH:7]=[CH:6][C:5]2=1. The yield is 0.120. (5) The reactants are B(O)(O)O.[CH3:5][C:6]1([CH3:32])[CH2:11][CH:10]([NH:12][CH2:13]CCCC[CH2:13][NH:12][CH:10]2[CH2:9][C:8]([CH3:31])([CH3:30])[NH:7][C:6]([CH3:32])([CH3:5])[CH2:11]2)[CH2:9][C:8]([CH3:31])([CH3:30])[NH:7]1.C(N)=[O:34].[OH-].[Na+]. The catalyst is O.C(O)(=O)C. The product is [CH3:5][C:6]1([CH3:32])[CH2:11][CH:10]([NH:12][CH:13]=[O:34])[CH2:9][C:8]([CH3:31])([CH3:30])[NH:7]1. The yield is 0.890. (6) The product is [CH:25]1([NH:26][C:5](=[O:7])[C:4]2[CH:8]=[CH:9][C:10]([CH3:11])=[C:2]([I:1])[CH:3]=2)[CH2:23][CH2:24]1. The reactants are [I:1][C:2]1[CH:3]=[C:4]([CH:8]=[CH:9][C:10]=1[CH3:11])[C:5]([OH:7])=O.CN(C(ON1N=NC2[CH:23]=[CH:24][CH:25]=[N:26]C1=2)=[N+](C)C)C.F[P-](F)(F)(F)(F)F.C1C=CC2N(O)N=NC=2C=1.C1(N)CC1.CCN(C(C)C)C(C)C. The yield is 0.820. The catalyst is CN(C=O)C. (7) The reactants are C([O:3][C:4](=[O:49])[CH2:5][CH2:6][CH2:7][O:8][C:9]1[CH:14]=[CH:13][CH:12]=[C:11]([CH2:15][CH2:16][CH2:17][CH2:18][CH2:19][CH2:20][O:21][C:22]2[CH:27]=[C:26]([C:28]3[CH:32]=[CH:31][S:30][CH:29]=3)[CH:25]=[C:24]([C:33]3[CH:41]=[CH:40][C:36]4[O:37][CH2:38][O:39][C:35]=4[CH:34]=3)[CH:23]=2)[C:10]=1[CH2:42][CH2:43][C:44]([O:46]CC)=[O:45])C.[OH-].[Na+]. The catalyst is C(O)C.C(OC(C)C)(=O)C. The product is [O:37]1[C:36]2[CH:40]=[CH:41][C:33]([C:24]3[CH:23]=[C:22]([CH:27]=[C:26]([C:28]4[CH:32]=[CH:31][S:30][CH:29]=4)[CH:25]=3)[O:21][CH2:20][CH2:19][CH2:18][CH2:17][CH2:16][CH2:15][C:11]3[C:10]([CH2:42][CH2:43][C:44]([OH:46])=[O:45])=[C:9]([CH:14]=[CH:13][CH:12]=3)[O:8][CH2:7][CH2:6][CH2:5][C:4]([OH:49])=[O:3])=[CH:34][C:35]=2[O:39][CH2:38]1. The yield is 0.680.